Dataset: Forward reaction prediction with 1.9M reactions from USPTO patents (1976-2016). Task: Predict the product of the given reaction. Given the reactants [F:1][C:2]1[CH:3]=[C:4]([CH:7]=[CH:8][C:9]=1F)[CH:5]=[O:6].[CH3:11][S-:12].[Na+].C(OCC)(=O)C, predict the reaction product. The product is: [F:1][C:2]1[CH:3]=[C:4]([CH:7]=[CH:8][C:9]=1[S:12][CH3:11])[CH:5]=[O:6].